This data is from Catalyst prediction with 721,799 reactions and 888 catalyst types from USPTO. The task is: Predict which catalyst facilitates the given reaction. (1) Reactant: [F:1][C:2]([F:13])([F:12])[O:3][C:4]1[CH:5]=[C:6]([CH:9]=[CH:10][CH:11]=1)[CH:7]=O.C(O)(=O)[CH2:15][C:16]([OH:18])=[O:17].N1CCCCC1.C(=O)=O.Cl. Product: [F:1][C:2]([F:13])([F:12])[O:3][C:4]1[CH:5]=[C:6]([CH:7]=[CH:15][C:16]([OH:18])=[O:17])[CH:9]=[CH:10][CH:11]=1. The catalyst class is: 17. (2) Reactant: [Cl:1][C:2]1[CH:7]=[C:6]([Cl:8])[CH:5]=[CH:4][C:3]=1[C:9]1[CH:10]=[C:11]([NH:22][CH2:23][CH2:24][NH:25]C(OC(C)(C)C)=O)[CH:12]=[CH:13][C:14]=1[CH2:15][N:16]1[CH2:21][CH2:20][O:19][CH2:18][CH2:17]1.Cl. Product: [NH2:25][CH2:24][CH2:23][NH:22][C:11]1[CH:12]=[CH:13][C:14]([CH2:15][N:16]2[CH2:17][CH2:18][O:19][CH2:20][CH2:21]2)=[C:9]([C:3]2[CH:4]=[CH:5][C:6]([Cl:8])=[CH:7][C:2]=2[Cl:1])[CH:10]=1. The catalyst class is: 71. (3) The catalyst class is: 39. Reactant: CC[N:3]([CH:7]([CH3:9])C)[CH:4]([CH3:6])C.[NH:10]([C:22]([O:24][C:25]([CH3:28])([CH3:27])[CH3:26])=[O:23])[C@@H:11]([C:19]([OH:21])=O)[CH2:12][C:13]1[CH:18]=[CH:17][CH:16]=[CH:15][CH:14]=1.[CH:29]1C=CC2N(O)[N:36]=[N:35][C:33]=2[CH:34]=1.CN(C([O:46]N1N=NC2C=CC=CC1=2)=[N+](C)C)C.F[P-](F)(F)(F)(F)F. Product: [C:25]([O:24][C:22]([NH:10][C@@H:11]([CH2:12][C:13]1[CH:14]=[CH:15][CH:16]=[CH:17][CH:18]=1)[C:19]([NH:36][NH:35][C:33](=[O:46])[CH2:34][CH:29]1[CH2:6][CH2:4][NH:3][CH2:7][CH2:9]1)=[O:21])=[O:23])([CH3:28])([CH3:27])[CH3:26]. (4) Reactant: C(OC([CH:8]1[C:16]2[C:12](=[CH:13][N:14]3[CH:20]=[CH:19][CH:18]=[CH:17][C:15]3=2)[CH2:11][CH2:10][C:9]1=[O:21])=O)(C)(C)C.C(O)=O. Product: [CH:17]1[C:15]2=[C:16]3[C:12](=[CH:13][N:14]2[CH:20]=[CH:19][CH:18]=1)[CH2:11][CH2:10][C:9](=[O:21])[CH2:8]3. The catalyst class is: 25.